This data is from Forward reaction prediction with 1.9M reactions from USPTO patents (1976-2016). The task is: Predict the product of the given reaction. Given the reactants [CH3:1][C:2]1[CH:7]=[CH:6][CH:5]=[C:4]([CH3:8])[C:3]=1[NH:9][C:10](=[O:31])[CH2:11][N:12]1[CH2:17][CH2:16][N:15]([CH2:18][CH:19]([OH:30])[CH2:20]CC2C=CC(OC)=CC=2)[CH2:14][CH2:13]1.[F:32][C:33]1[CH:40]=[CH:39][CH:38]=[C:37]([F:41])[C:34]=1[CH2:35]Cl.COC1C=CC(CCl)=CC=1, predict the reaction product. The product is: [F:32][C:33]1[CH:40]=[CH:39][CH:38]=[C:37]([F:41])[C:34]=1[CH2:35][CH2:20][CH:19]([OH:30])[CH2:18][N:15]1[CH2:16][CH2:17][N:12]([CH2:11][C:10]([NH:9][C:3]2[C:4]([CH3:8])=[CH:5][CH:6]=[CH:7][C:2]=2[CH3:1])=[O:31])[CH2:13][CH2:14]1.